From a dataset of Full USPTO retrosynthesis dataset with 1.9M reactions from patents (1976-2016). Predict the reactants needed to synthesize the given product. (1) The reactants are: Cl.Cl.[NH2:3][CH2:4][C:5]1[O:9][C:8]([CH3:10])=[N:7][C:6]=1[CH3:11].C(N(CC)CC)C.[N-]1C=CN=C1.[Cl:24][C:25]1[CH:41]=[C:40]([F:42])[C:39]([F:43])=[CH:38][C:26]=1[C:27]([NH:29][C:30]1[NH:34][N:33]=[C:32]([C:35](O)=[O:36])[CH:31]=1)=[O:28].O. Given the product [CH3:10][C:8]1[O:9][C:5]([CH2:4][NH:3][C:35]([C:32]2[CH:31]=[C:30]([NH:29][C:27](=[O:28])[C:26]3[CH:38]=[C:39]([F:43])[C:40]([F:42])=[CH:41][C:25]=3[Cl:24])[NH:34][N:33]=2)=[O:36])=[C:6]([CH3:11])[N:7]=1, predict the reactants needed to synthesize it. (2) Given the product [F:22][C:23]1[CH:24]=[C:25]([C:30]([F:35])([F:34])[C:31]([NH:2][CH2:3][C:4]2[CH:5]=[C:6]3[C:10](=[CH:11][CH:12]=2)[C:9](=[O:13])[N:8]([CH:14]2[CH2:19][CH2:18][C:17](=[O:20])[NH:16][C:15]2=[O:21])[CH2:7]3)=[O:32])[CH:26]=[CH:27][C:28]=1[F:29], predict the reactants needed to synthesize it. The reactants are: Cl.[NH2:2][CH2:3][C:4]1[CH:5]=[C:6]2[C:10](=[CH:11][CH:12]=1)[C:9](=[O:13])[N:8]([CH:14]1[CH2:19][CH2:18][C:17](=[O:20])[NH:16][C:15]1=[O:21])[CH2:7]2.[F:22][C:23]1[CH:24]=[C:25]([C:30]([F:35])([F:34])[C:31](O)=[O:32])[CH:26]=[CH:27][C:28]=1[F:29].F[P-](F)(F)(F)(F)F.CN(C(N(C)C)=[N+]1C2C(=NC=CC=2)[N+]([O-])=N1)C.C(N(C(C)C)CC)(C)C. (3) Given the product [F:1][C:2]1[CH:3]=[CH:4][C:5]2[S:9][C:8]([S:10]([Cl:18])(=[O:12])=[O:11])=[C:7]([CH3:14])[C:6]=2[CH:15]=1, predict the reactants needed to synthesize it. The reactants are: [F:1][C:2]1[CH:3]=[CH:4][C:5]2[S:9][C:8]([S:10](O)(=[O:12])=[O:11])=[C:7]([CH3:14])[C:6]=2[CH:15]=1.O=P(Cl)(Cl)[Cl:18]. (4) Given the product [C:1]([N:5]1[CH:9]=[C:8]([NH:10][C:11]([NH:13][C:14]2[CH:19]=[C:18]([C:20]3[C:31](=[O:32])[N:30]([CH3:33])[C:23]4[N:24]=[C:25]([NH:44][C@H:42]([C:36]5[CH:41]=[CH:40][CH:39]=[CH:38][CH:37]=5)[CH3:43])[N:26]=[CH:27][C:22]=4[CH:21]=3)[C:17]([CH3:34])=[CH:16][C:15]=2[F:35])=[O:12])[CH:7]=[N:6]1)([CH3:4])([CH3:3])[CH3:2], predict the reactants needed to synthesize it. The reactants are: [C:1]([N:5]1[CH:9]=[C:8]([NH:10][C:11]([NH:13][C:14]2[CH:19]=[C:18]([C:20]3[C:31](=[O:32])[N:30]([CH3:33])[C:23]4[N:24]=[C:25](NC)[N:26]=[CH:27][C:22]=4[CH:21]=3)[C:17]([CH3:34])=[CH:16][C:15]=2[F:35])=[O:12])[CH:7]=[N:6]1)([CH3:4])([CH3:3])[CH3:2].[C:36]1([C@@H:42]([NH2:44])[CH3:43])[CH:41]=[CH:40][CH:39]=[CH:38][CH:37]=1.